This data is from Forward reaction prediction with 1.9M reactions from USPTO patents (1976-2016). The task is: Predict the product of the given reaction. (1) Given the reactants [CH2:1]([O:3][C:4]1[CH:9]=[CH:8][CH:7]=[CH:6][C:5]=1[CH:10]1[NH:14][C:13](=[O:15])[CH2:12][CH2:11]1)[CH3:2].Br[CH2:17][C:18]1[CH:23]=[CH:22][C:21]([O:24][C:25]([F:28])([F:27])[F:26])=[CH:20][CH:19]=1, predict the reaction product. The product is: [CH2:1]([O:3][C:4]1[CH:9]=[CH:8][CH:7]=[CH:6][C:5]=1[CH:10]1[N:14]([CH2:17][C:18]2[CH:23]=[CH:22][C:21]([O:24][C:25]([F:26])([F:27])[F:28])=[CH:20][CH:19]=2)[C:13](=[O:15])[CH2:12][CH2:11]1)[CH3:2]. (2) Given the reactants [NH2:1][C:2]([CH3:38])([CH2:8][CH2:9][C:10]1[CH:11]=[C:12]2[C:35](=[CH:36][CH:37]=1)[C:16]1=[N:17][O:18][C:19]([C:20]3[CH:21]=[N:22][N:23]([C:29]4[CH:34]=[CH:33][CH:32]=[CH:31][CH:30]=4)[C:24]=3[C:25]([F:28])([F:27])[F:26])=[C:15]1[CH2:14][CH2:13]2)[C:3]([O:5]CC)=[O:4].[OH-:39].[Na+].[CH3:41][OH:42], predict the reaction product. The product is: [NH2:1][C@@:2]([CH3:38])([CH2:8][CH2:9][C:10]1[CH:11]=[C:12]2[C:35](=[CH:36][CH:37]=1)[C:16]1=[N:17][O:18][C:19]([C:20]3[CH:21]=[N:22][N:23]([C:29]4[CH:30]=[CH:31][CH:32]=[CH:33][CH:34]=4)[C:24]=3[C:25]([F:26])([F:28])[F:27])=[C:15]1[CH2:14][CH2:13]2)[C:3]([OH:5])=[O:4].[C:41]([OH:42])([C:25]([F:28])([F:27])[F:26])=[O:39]. (3) Given the reactants [N:1]1([C:9]2[CH:16]=[CH:15][C:14]([Br:17])=[CH:13][C:10]=2[CH:11]=O)[CH2:8][CH2:7][CH2:6][CH2:5][CH2:4][CH2:3][CH2:2]1.[C:18]([O:21][CH2:22][CH3:23])(=[O:20])[CH3:19].[O-]CC.[Na+], predict the reaction product. The product is: [N:1]1([C:9]2[CH:16]=[CH:15][C:14]([Br:17])=[CH:13][C:10]=2/[CH:11]=[CH:19]/[C:18]([O:21][CH2:22][CH3:23])=[O:20])[CH2:8][CH2:7][CH2:6][CH2:5][CH2:4][CH2:3][CH2:2]1. (4) The product is: [F:48][C:47]([F:50])([F:49])[C:45]([OH:51])=[O:46].[NH:15]1[C:14]2[CH:16]=[CH:17][CH:18]=[CH:19][C:13]=2[N:12]=[C:11]1[NH:10][C:7]1[CH:6]=[CH:5][C:4]([CH2:3][NH:2][C:40](=[O:41])[CH2:39][N:31]2[C:32]3[CH:37]=[CH:36][C:35]([Cl:38])=[CH:34][C:33]=3[CH:27]([CH2:26][C:25]([OH:44])=[O:24])[CH2:28][CH2:29][C:30]2=[O:43])=[CH:9][CH:8]=1. Given the reactants Cl.[NH2:2][CH2:3][C:4]1[CH:9]=[CH:8][C:7]([NH:10][C:11]2[NH:15][C:14]3[CH:16]=[CH:17][CH:18]=[CH:19][C:13]=3[N:12]=2)=[CH:6][CH:5]=1.C([O:24][C:25](=[O:44])[CH2:26][CH:27]1[C:33]2[CH:34]=[C:35]([Cl:38])[CH:36]=[CH:37][C:32]=2[N:31]([CH2:39][C:40](O)=[O:41])[C:30](=[O:43])[CH2:29][CH2:28]1)(C)(C)C.[C:45]([OH:51])([C:47]([F:50])([F:49])[F:48])=[O:46], predict the reaction product. (5) The product is: [CH3:12][O:13][C:14]1[CH:15]=[C:16]([C:22]2[CH2:26][CH:25]([CH2:27][CH2:28][CH:29]=[O:30])[O:24][N:23]=2)[CH:17]=[CH:18][C:19]=1[O:20][CH3:21]. Given the reactants [Cr](Cl)([O-])(=O)=O.[NH+]1C=CC=CC=1.[CH3:12][O:13][C:14]1[CH:15]=[C:16]([C:22]2[CH2:26][CH:25]([CH2:27][CH2:28][CH2:29][OH:30])[O:24][N:23]=2)[CH:17]=[CH:18][C:19]=1[O:20][CH3:21].C(OCC)C, predict the reaction product. (6) The product is: [CH3:16][NH:1][C@@H:2]1[CH2:7][CH2:6][CH2:5][CH2:4][C@@H:3]1[NH:8][C:9](=[O:15])[O:10][C:11]([CH3:12])([CH3:14])[CH3:13]. Given the reactants [NH2:1][C@@H:2]1[CH2:7][CH2:6][CH2:5][CH2:4][C@@H:3]1[NH:8][C:9](=[O:15])[O:10][C:11]([CH3:14])([CH3:13])[CH3:12].[CH2:16](O)C.N1(CO)C2C=CC=CC=2N=N1.[BH4-].[Na+], predict the reaction product. (7) Given the reactants [CH3:1][C:2]1[NH:3][C:4]2[C:9]([C:10]=1[CH:11]=[O:12])=[CH:8][C:7]([N+:13]([O-:15])=[O:14])=[CH:6][CH:5]=2.C(=O)([O-])[O-].[K+].[K+].[CH2:22](Br)[C:23]1[CH:28]=[CH:27][CH:26]=[CH:25][CH:24]=1, predict the reaction product. The product is: [CH2:22]([N:3]1[C:4]2[C:9](=[CH:8][C:7]([N+:13]([O-:15])=[O:14])=[CH:6][CH:5]=2)[C:10]([CH:11]=[O:12])=[C:2]1[CH3:1])[C:23]1[CH:28]=[CH:27][CH:26]=[CH:25][CH:24]=1. (8) Given the reactants [N:1]1([CH:14]([CH2:17][CH3:18])[CH2:15][OH:16])[C:13]2[C:12]3[CH:11]=[CH:10][CH:9]=[CH:8][C:7]=3[N:6]=[CH:5][C:4]=2[N:3]=[CH:2]1.[H-].[Na+].I[CH2:22][CH2:23][CH:24]1[CH2:29][CH2:28][N:27]([C:30]([O:32][C:33]([CH3:36])([CH3:35])[CH3:34])=[O:31])[CH2:26][CH2:25]1.[Cl-].[NH4+], predict the reaction product. The product is: [N:1]1([CH:14]([CH2:17][CH3:18])[CH2:15][O:16][CH2:22][CH2:23][CH:24]2[CH2:25][CH2:26][N:27]([C:30]([O:32][C:33]([CH3:34])([CH3:36])[CH3:35])=[O:31])[CH2:28][CH2:29]2)[C:13]2[C:12]3[CH:11]=[CH:10][CH:9]=[CH:8][C:7]=3[N:6]=[CH:5][C:4]=2[N:3]=[CH:2]1. (9) Given the reactants [CH2:18]([N:12]([CH2:17][C:18](O)=O)[CH2:13][C:14]([OH:16])=O)[CH2:17][N:12](CC(O)=O)[CH2:13][C:14]([OH:16])=O.[CH2:21](O)[C@H:22]([C@H:24]([C@@H:26]([C@@H:28]([CH2:30]O)O)O)[OH:25])O.[CH2:33](O)[C@H:34]1O[C@H](O[C@:34]2([CH2:33]O)O[C@H](CO)[C@@H:36](O)[C@@H:35]2O)[C@H](O)[C@@H:36](O)[C@@H:35]1O.[CH3:56]C[Hg]SC1C(C([O-])=O)=CC=CC=1.[Na+].C(O)[C:71](N)([CH2:74]O)[CH2:72][OH:73], predict the reaction product. The product is: [CH3:56][CH:17]([NH:12][CH2:13][CH:14]([OH:16])[C:30]1[CH:28]=[CH:26][C:24]([OH:25])=[CH:22][CH:21]=1)[CH2:18][CH2:36][C:35]1[CH:34]=[CH:33][C:72]([OH:73])=[CH:71][CH:74]=1. (10) The product is: [OH:2][C@H:3]1[CH2:7][N:6]([C:23](=[O:24])[C@@H:22]([N:14]2[CH2:15][C:16]3[C:21](=[CH:20][CH:19]=[CH:18][CH:17]=3)[C:13]2=[O:12])[CH3:26])[C@H:5]([C:8]([O:10][CH3:11])=[O:9])[CH2:4]1. Given the reactants Cl.[OH:2][C@H:3]1[CH2:7][NH:6][C@H:5]([C:8]([O:10][CH3:11])=[O:9])[CH2:4]1.[O:12]=[C:13]1[C:21]2[C:16](=[CH:17][CH:18]=[CH:19][CH:20]=2)[CH2:15][N:14]1[C@@H:22]([CH3:26])[C:23](O)=[O:24].CCN(C(C)C)C(C)C.CN(C(ON1N=NC2C=CC=NC1=2)=[N+](C)C)C.F[P-](F)(F)(F)(F)F.C(=O)(O)[O-].[Na+], predict the reaction product.